This data is from HIV replication inhibition screening data with 41,000+ compounds from the AIDS Antiviral Screen. The task is: Binary Classification. Given a drug SMILES string, predict its activity (active/inactive) in a high-throughput screening assay against a specified biological target. (1) The compound is C=C(C)CC(OC(=O)C(C)(C)C)c1ccccc1. The result is 0 (inactive). (2) The molecule is Cc1c(C(=O)NCCO)[n+]([O-])c2cc(Cl)ccc2[n+]1[O-]. The result is 0 (inactive). (3) The molecule is Fc1ccc2nncc(SCc3ccccc3Cl)c2c1. The result is 0 (inactive). (4) The molecule is N#CC(C#N)=Cc1ccc(C=C(C#N)C#N)cc1. The result is 0 (inactive). (5) The compound is COc1cc2cc(C(=O)N3CC(CCl)c4c3cc(N(C)C)c3ccccc43)[nH]c2c(OC)c1OC. The result is 0 (inactive).